This data is from Peptide-MHC class I binding affinity with 185,985 pairs from IEDB/IMGT. The task is: Regression. Given a peptide amino acid sequence and an MHC pseudo amino acid sequence, predict their binding affinity value. This is MHC class I binding data. (1) The binding affinity (normalized) is 0.414. The MHC is HLA-B51:01 with pseudo-sequence HLA-B51:01. The peptide sequence is LALGCYSQV. (2) The peptide sequence is LLLRKLTSK. The MHC is HLA-A03:01 with pseudo-sequence HLA-A03:01. The binding affinity (normalized) is 0.689. (3) The peptide sequence is FPNEVGARI. The MHC is HLA-B15:09 with pseudo-sequence HLA-B15:09. The binding affinity (normalized) is 0.350. (4) The peptide sequence is LLIQGLKTV. The MHC is HLA-A24:03 with pseudo-sequence YSAMYEEKVAHTDENIAYLMFHYYTWAVQAYTWY. The binding affinity (normalized) is 0.0847. (5) The MHC is HLA-A02:06 with pseudo-sequence HLA-A02:06. The binding affinity (normalized) is 0.462. The peptide sequence is LIALSVLAV. (6) The binding affinity (normalized) is 0.492. The MHC is HLA-A31:01 with pseudo-sequence HLA-A31:01. The peptide sequence is LTALLSCIR.